From a dataset of Forward reaction prediction with 1.9M reactions from USPTO patents (1976-2016). Predict the product of the given reaction. (1) Given the reactants [Br:1][C:2]1[CH:3]=[C:4]([CH2:8][C:9]([OH:11])=[O:10])[CH:5]=[CH:6][CH:7]=1.Cl.[CH3:13]N(C)CCCN=C=NCC, predict the reaction product. The product is: [CH3:13][O:10][C:9](=[O:11])[CH2:8][C:4]1[CH:5]=[CH:6][CH:7]=[C:2]([Br:1])[CH:3]=1. (2) Given the reactants C([O:8][C:9](=[O:50])[CH2:10][C:11]1[CH:16]=[CH:15][C:14]([O:17][CH2:18][C:19]2[CH:24]=[CH:23][CH:22]=[CH:21][CH:20]=2)=[C:13]([O:25][C:26]2[CH:31]=[CH:30][C:29]([C:32]([F:35])([F:34])[F:33])=[CH:28][C:27]=2[CH2:36][N:37]2[C@@H:41]([CH3:42])[C@@H:40]([C:43]3[CH:48]=[CH:47][CH:46]=[CH:45][CH:44]=3)[O:39][C:38]2=[O:49])[CH:12]=1)C1C=CC=CC=1.[OH-].[Li+].Cl, predict the reaction product. The product is: [CH2:18]([O:17][C:14]1[CH:15]=[CH:16][C:11]([CH2:10][C:9]([OH:50])=[O:8])=[CH:12][C:13]=1[O:25][C:26]1[CH:31]=[CH:30][C:29]([C:32]([F:33])([F:34])[F:35])=[CH:28][C:27]=1[CH2:36][N:37]1[C@@H:41]([CH3:42])[C@@H:40]([C:43]2[CH:44]=[CH:45][CH:46]=[CH:47][CH:48]=2)[O:39][C:38]1=[O:49])[C:19]1[CH:20]=[CH:21][CH:22]=[CH:23][CH:24]=1. (3) Given the reactants [NH2:1][C:2]1[CH:11]=[C:10]([F:12])[CH:9]=[CH:8][C:3]=1[C:4]([NH:6][CH3:7])=[O:5].[Cl:13][C:14]1[CH:19]=[C:18](I)[C:17]([Cl:21])=[CH:16][N:15]=1.[O-]P([O-])([O-])=O.[K+].[K+].[K+].C1C=CC(P(C2C(OC3C(P(C4C=CC=CC=4)C4C=CC=CC=4)=CC=CC=3)=CC=CC=2)C2C=CC=CC=2)=CC=1, predict the reaction product. The product is: [Cl:13][C:14]1[CH:19]=[C:18]([NH:1][C:2]2[CH:11]=[C:10]([F:12])[CH:9]=[CH:8][C:3]=2[C:4]([NH:6][CH3:7])=[O:5])[C:17]([Cl:21])=[CH:16][N:15]=1. (4) Given the reactants [Br:1][C:2]1[CH:9]=[CH:8][CH:7]=[CH:6][C:3]=1[CH2:4][NH2:5].[F:10][C:11]([F:18])([F:17])[C:12](OCC)=[O:13].C(N(CC)CC)C, predict the reaction product. The product is: [Br:1][C:2]1[CH:9]=[CH:8][CH:7]=[CH:6][C:3]=1[CH2:4][NH:5][C:12](=[O:13])[C:11]([F:18])([F:17])[F:10]. (5) Given the reactants [NH2:1][CH:2]1[CH2:7][CH2:6][N:5]([CH2:8][CH2:9][N:10]2[C:19]3[C:14](=[CH:15][CH:16]=[C:17]([O:20][CH3:21])[CH:18]=3)[N:13]=[CH:12][C:11]2=[O:22])[CH2:4][CH2:3]1.[O:23]1[C:27]2=[CH:28][N:29]=[C:30]([CH:32]=O)[CH:31]=[C:26]2[CH2:25][CH2:24]1.C(O[BH-](OC(=O)C)OC(=O)C)(=O)C.[Na+].C(O[BH3-])(=O)C.C(=O)(O)[O-].[Na+].C(Cl)(Cl)[Cl:59], predict the reaction product. The product is: [ClH:59].[ClH:59].[O:23]1[C:27]2=[CH:28][N:29]=[C:30]([CH2:32][NH:1][CH:2]3[CH2:3][CH2:4][N:5]([CH2:8][CH2:9][N:10]4[C:19]5[C:14](=[CH:15][CH:16]=[C:17]([O:20][CH3:21])[CH:18]=5)[N:13]=[CH:12][C:11]4=[O:22])[CH2:6][CH2:7]3)[CH:31]=[C:26]2[CH2:25][CH2:24]1.